Dataset: Reaction yield outcomes from USPTO patents with 853,638 reactions. Task: Predict the reaction yield, written as a fraction of the theoretical maximum amount of product (1.0 means a 100% yield; for example, 0.34 means a 34% yield). The reactants are [NH:1]1[CH2:5][CH2:4][N:3]=[C:2]1S(O)(=O)=O.[CH2:10](O)[CH:11]([CH3:13])[CH3:12].[C:15](O)(=O)/[CH:16]=[CH:17]/C(O)=O. The catalyst is C(O)C. The product is [N:1]1[C:12]2[CH2:15][CH2:16][CH2:17][CH2:13][C:11]=2[CH:10]=[C:4]([NH:3][C:2]2[NH:1][CH2:5][CH2:4][N:3]=2)[CH:5]=1. The yield is 0.590.